Regression. Given a peptide amino acid sequence and an MHC pseudo amino acid sequence, predict their binding affinity value. This is MHC class I binding data. From a dataset of Peptide-MHC class I binding affinity with 185,985 pairs from IEDB/IMGT. The peptide sequence is VHAVYDSML. The MHC is HLA-B40:01 with pseudo-sequence HLA-B40:01. The binding affinity (normalized) is 0.213.